Dataset: Forward reaction prediction with 1.9M reactions from USPTO patents (1976-2016). Task: Predict the product of the given reaction. (1) The product is: [Br:1][C:2]1[CH:7]=[CH:6][C:5]([Br:8])=[CH:4][C:3]=1[S:9]([OH:12])(=[O:11])=[O:10]. Given the reactants [Br:1][C:2]1[CH:7]=[CH:6][C:5]([Br:8])=[CH:4][CH:3]=1.[S:9](=O)(=[O:12])([OH:11])[OH:10].[OH-].[Na+].[Na], predict the reaction product. (2) Given the reactants [CH3:1][N:2]([CH3:28])[C:3]([C:5]1[N:22]([CH:23]2[CH2:27][CH2:26][CH2:25][CH2:24]2)[C:8]2[N:9]=[C:10]([NH:13][C:14]3[CH:19]=[CH:18][C:17]([CH:20]=O)=[CH:16][N:15]=3)[N:11]=[CH:12][C:7]=2[CH:6]=1)=[O:4].[NH:29]1[CH2:34][CH2:33][CH:32]([OH:35])[CH2:31][CH2:30]1, predict the reaction product. The product is: [CH3:28][N:2]([CH3:1])[C:3]([C:5]1[N:22]([CH:23]2[CH2:27][CH2:26][CH2:25][CH2:24]2)[C:8]2[N:9]=[C:10]([NH:13][C:14]3[CH:19]=[CH:18][C:17]([CH2:20][N:29]4[CH2:34][CH2:33][CH:32]([OH:35])[CH2:31][CH2:30]4)=[CH:16][N:15]=3)[N:11]=[CH:12][C:7]=2[CH:6]=1)=[O:4]. (3) The product is: [ClH:23].[ClH:23].[NH2:8][CH2:7][C:6]1[CH:9]=[C:2]([F:1])[CH:3]=[CH:4][C:5]=1[O:10][C:11]1[CH:12]=[C:13]2[C:17](=[CH:18][CH:19]=1)[N:16]([CH2:20][CH2:21][OH:22])[N:15]=[CH:14]2. Given the reactants [F:1][C:2]1[CH:3]=[CH:4][C:5]([O:10][C:11]2[CH:12]=[C:13]3[C:17](=[CH:18][CH:19]=2)[N:16]([CH2:20][CH2:21][OH:22])[N:15]=[CH:14]3)=[C:6]([CH:9]=1)[C:7]#[N:8].[ClH:23].[H][H], predict the reaction product.